Dataset: Full USPTO retrosynthesis dataset with 1.9M reactions from patents (1976-2016). Task: Predict the reactants needed to synthesize the given product. (1) The reactants are: C(OC([NH:8][CH2:9][C:10]1([C:18]([OH:20])=[O:19])[C:12]2([CH2:17][CH2:16][CH2:15][CH2:14][CH2:13]2)[CH2:11]1)=O)(C)(C)C.[ClH:21].CCOCC. Given the product [ClH:21].[NH2:8][CH2:9][C:10]1([C:18]([OH:20])=[O:19])[C:12]2([CH2:17][CH2:16][CH2:15][CH2:14][CH2:13]2)[CH2:11]1, predict the reactants needed to synthesize it. (2) Given the product [CH2:1]([O:8][C:9]([N:11]1[CH2:15][CH2:14][CH:13]([O:16][C:17]2[CH:22]=[CH:21][C:20]([NH2:23])=[C:19]([CH2:26][S:27]([C:30]3[C:39]4[C:34](=[CH:35][CH:36]=[CH:37][CH:38]=4)[CH:33]=[CH:32][CH:31]=3)(=[O:29])=[O:28])[CH:18]=2)[CH2:12]1)=[O:10])[C:2]1[CH:7]=[CH:6][CH:5]=[CH:4][CH:3]=1, predict the reactants needed to synthesize it. The reactants are: [CH2:1]([O:8][C:9]([N:11]1[CH2:15][CH2:14][CH:13]([O:16][C:17]2[CH:22]=[CH:21][C:20]([N+:23]([O-])=O)=[C:19]([CH2:26][S:27]([C:30]3[C:39]4[C:34](=[CH:35][CH:36]=[CH:37][CH:38]=4)[CH:33]=[CH:32][CH:31]=3)(=[O:29])=[O:28])[CH:18]=2)[CH2:12]1)=[O:10])[C:2]1[CH:7]=[CH:6][CH:5]=[CH:4][CH:3]=1.C(O)C.O.O.[Sn](Cl)Cl.O. (3) Given the product [Cl:171][C:165]1[CH:166]=[C:167]([I:170])[CH:168]=[CH:169][C:164]=1[NH:163][C:161](=[O:162])[C@@H:160]([N:157]1[C:158](=[O:159])[C@@H:154]([C:151]2[CH:150]=[CH:149][C:148]([O:147][CH2:146][C@H:145]([OH:144])[CH2:181][OH:182])=[CH:153][CH:152]=2)[NH:155][C:156]1=[O:180])[C@H:172]([C:174]1[CH:175]=[CH:176][CH:177]=[CH:178][CH:179]=1)[CH3:173], predict the reactants needed to synthesize it. The reactants are: C(O[C@H](C)[C@H](NC(OCC1C2C=CC=CC=2C2C1=CC=CC=2)=O)C(O)=O)C1C=CC=CC=1.N[C@H](C1C=CC(OC[C@H](O)CO)=CC=1)C(N[C@@H]([C@H](C1C=CC=CC=1)C)C(NC1C=CC(I)=CC=1Cl)=O)=O.N[C@H](C1C=CC(OC[C@H](O[Si](C)(C)C)CO[Si](C)(C)C)=CC=1)C(N[C@@H]([C@H](C1C=CC=CC=1)C)C(NC1C=CC(I)=CC=1Cl)=O)=O.C(OC(N[C@H](C1C=CC(OC[C@H]2COC(C)(C)O2)=CC=1)C(O)=O)=O)(C)(C)C.C[Si](C)(C)[O:144][C@H:145]([CH2:181][O:182][Si](C)(C)C)[CH2:146][O:147][C:148]1[CH:153]=[CH:152][C:151]([C@@H:154]2[C:158](=[O:159])[N:157]([C@@H:160]([C@H:172]([C:174]3[CH:179]=[CH:178][CH:177]=[CH:176][CH:175]=3)[CH3:173])[C:161]([NH:163][C:164]3[CH:169]=[CH:168][C:167]([I:170])=[CH:166][C:165]=3[Cl:171])=[O:162])[C:156](=[O:180])[NH:155]2)=[CH:150][CH:149]=1. (4) Given the product [CH3:1][C:2]1[CH:39]=[C:38]([CH3:40])[CH:37]=[C:36]([CH3:41])[C:3]=1[CH2:4][N:5]1[CH:9]=[CH:8][N:7]=[C:6]1[C:10]1[CH:11]=[CH:12][C:13]([N:16]2[C:30](=[O:32])[CH2:29][C:28](=[O:35])[NH:27][C:18]3[C:19]4[C:24]([CH:25]=[CH:26][C:17]2=3)=[CH:23][CH:22]=[CH:21][CH:20]=4)=[CH:14][CH:15]=1, predict the reactants needed to synthesize it. The reactants are: [CH3:1][C:2]1[CH:39]=[C:38]([CH3:40])[CH:37]=[C:36]([CH3:41])[C:3]=1[CH2:4][N:5]1[CH:9]=[CH:8][N:7]=[C:6]1[C:10]1[CH:15]=[CH:14][C:13]([NH:16][C:17]2[CH:26]=[CH:25][C:24]3[C:19](=[CH:20][CH:21]=[CH:22][CH:23]=3)[C:18]=2[NH:27][C:28](=[O:35])[CH2:29][C:30]([O:32]CC)=O)=[CH:12][CH:11]=1.[N+](C1C=CC(C2NC=CN=2)=CC=1)([O-])=O.CC1C=C(C)C=C(C)C=1CCl.ClC1C=CC(CN2C=CN=C2C2C=CC(NC3C=CC4C(=CC=CC=4)C=3[N+]([O-])=O)=CC=2)=CC=1.ClC1C=CC(CN2C=CN=C2C2C=CC(NC3C=CC4C(=CC=CC=4)C=3NC(=O)CC(OCC)=O)=CC=2)=CC=1.Cl.ClC1C=CC(CN2C=CN=C2C2C=CC(N3C(=O)CC(=O)NC4C5C(C=CC3=4)=CC=CC=5)=CC=2)=CC=1.